Task: Regression. Given two drug SMILES strings and cell line genomic features, predict the synergy score measuring deviation from expected non-interaction effect.. Dataset: Merck oncology drug combination screen with 23,052 pairs across 39 cell lines Drug 1: O=C(NOCC(O)CO)c1ccc(F)c(F)c1Nc1ccc(I)cc1F. Drug 2: NC1CCCCC1N.O=C(O)C(=O)O.[Pt+2]. Cell line: UWB1289. Synergy scores: synergy=4.35.